Task: Predict the reaction yield, written as a fraction of the theoretical maximum amount of product (1.0 means a 100% yield; for example, 0.34 means a 34% yield).. Dataset: Reaction yield outcomes from USPTO patents with 853,638 reactions (1) The reactants are Br[C:2]1[C:14]([CH3:15])=[CH:13][C:5]([C:6]([NH:8][S:9]([CH3:12])(=[O:11])=[O:10])=[O:7])=[C:4]([F:16])[CH:3]=1.[B:17]1([B:17]2[O:21][C:20]([CH3:23])([CH3:22])[C:19]([CH3:25])([CH3:24])[O:18]2)[O:21][C:20]([CH3:23])([CH3:22])[C:19]([CH3:25])([CH3:24])[O:18]1.CC([O-])=O.[K+]. The catalyst is O1CCOCC1.C1C=CC(P(C2C=CC=CC=2)[C-]2C=CC=C2)=CC=1.C1C=CC(P(C2C=CC=CC=2)[C-]2C=CC=C2)=CC=1.Cl[Pd]Cl.[Fe+2].C(Cl)Cl. The product is [F:16][C:4]1[CH:3]=[C:2]([B:17]2[O:21][C:20]([CH3:23])([CH3:22])[C:19]([CH3:25])([CH3:24])[O:18]2)[C:14]([CH3:15])=[CH:13][C:5]=1[C:6]([NH:8][S:9]([CH3:12])(=[O:11])=[O:10])=[O:7]. The yield is 0.665. (2) The reactants are [NH2:1][C:2]1[CH:3]=[C:4]2[C:8](=[CH:9][CH:10]=1)[N:7]([CH3:11])[C:6](=[O:12])[C:5]12[CH2:15][CH2:14][CH2:13]1.[CH3:16][C:17]1[CH:22]=[CH:21][C:20]([CH2:23][S:24](Cl)(=[O:26])=[O:25])=[CH:19][CH:18]=1.N1C=CC=CC=1.CS(C)=O. No catalyst specified. The product is [CH3:11][N:7]1[C:8]2[C:4](=[CH:3][C:2]([NH:1][S:24]([CH2:23][C:20]3[CH:21]=[CH:22][C:17]([CH3:16])=[CH:18][CH:19]=3)(=[O:26])=[O:25])=[CH:10][CH:9]=2)[C:5]2([CH2:13][CH2:14][CH2:15]2)[C:6]1=[O:12]. The yield is 0.460. (3) The reactants are [Cl:1][C:2]1[CH:7]=[C:6]([C:8]([F:11])([F:10])[F:9])[CH:5]=[CH:4][N:3]=1.[CH3:12][C:13]1[CH:20]=[C:19]2[O:21][CH2:22][O:23][C:18]2=[CH:17][C:14]=1[CH:15]=[O:16]. No catalyst specified. The product is [CH3:12][C:13]1[CH:20]=[C:19]2[O:21][CH2:22][O:23][C:18]2=[CH:17][C:14]=1[CH:15]([C:7]1[C:2]([Cl:1])=[N:3][CH:4]=[CH:5][C:6]=1[C:8]([F:9])([F:10])[F:11])[OH:16]. The yield is 0.730. (4) The reactants are [F:1][C:2]([F:15])([F:14])[C:3]1[CH:8]=[CH:7][C:6]([C:9]2[CH:13]=[CH:12][NH:11][N:10]=2)=[CH:5][CH:4]=1.[CH3:16][C:17]([CH3:22])([CH3:21])[C@@H:18]1[O:20][CH2:19]1.C(N(CC)CC)C. The catalyst is C(O)(C)C. The product is [CH3:16][C:17]([CH3:22])([CH3:21])[C@H:18]([OH:20])[CH2:19][N:11]1[CH:12]=[CH:13][C:9]([C:6]2[CH:5]=[CH:4][C:3]([C:2]([F:1])([F:14])[F:15])=[CH:8][CH:7]=2)=[N:10]1. The yield is 0.490. (5) The reactants are [Cl:1][C:2]1[CH:7]=[C:6]([Cl:8])[CH:5]=[CH:4][C:3]=1[C:9]([C:11]1[C:12]([CH3:18])=[N:13][N:14]([CH3:17])[C:15]=1[OH:16])=[O:10].N12CCN(CC1)CC2.[C:27](Cl)(=[O:37])[C:28]1[C:29](=[CH:33][CH:34]=[CH:35][CH:36]=1)[C:30](Cl)=[O:31].[Cl:39][C:40]1[N:45]=[N:44][C:43]([O:46][C:47]2[C:52]([CH3:53])=[CH:51][CH:50]=[CH:49][C:48]=2[CH:54]2[CH2:56][CH2:55]2)=[C:42]([OH:57])[CH:41]=1. The catalyst is C(#N)C. The product is [C:27]([O:57][C:42]1[CH:41]=[C:40]([Cl:39])[N:45]=[N:44][C:43]=1[O:46][C:47]1[C:52]([CH3:53])=[CH:51][CH:50]=[CH:49][C:48]=1[CH:54]1[CH2:56][CH2:55]1)(=[O:37])[C:28]1[C:29](=[CH:33][CH:34]=[CH:35][CH:36]=1)[C:30]([O:16][C:15]1[N:14]([CH3:17])[N:13]=[C:12]([CH3:18])[C:11]=1[C:9](=[O:10])[C:3]1[CH:4]=[CH:5][C:6]([Cl:8])=[CH:7][C:2]=1[Cl:1])=[O:31]. The yield is 0.0561. (6) The reactants are [C:1]([O:4][C@@H:5]1[C@@H:10]([O:11][C:12](=[O:14])[CH3:13])[C@H:9]([O:15][C:16](=[O:18])[CH3:17])[C@@H:8]([O:19]/[C:20](/[C:29]([O:31][CH2:32]C)=[O:30])=[CH:21]\[C:22]2C=C[CH:25]=[CH:24][C:23]=2F)[O:7][C@H:6]1[CH2:34][O:35][C:36](=[O:38])[CH3:37])(=[O:3])[CH3:2].O=C(CC1[S:47]C=CC=1)C(OC)=O.[H-].[Na+].[Br-].C(O[C@@H]1[C@@H](OC(=O)C)[C@@H](OC(=O)C)[C@@H](COC(=O)C)O[C@@H]1O)(=O)C. No catalyst specified. The product is [C:1]([O:4][C@H:5]1[C@@H:10]([O:11][C:12](=[O:14])[CH3:13])[C@H:9]([O:15][C:16](=[O:18])[CH3:17])[C@@H:8]([O:19]/[C:20](/[C:29]([O:31][CH3:32])=[O:30])=[CH:21]\[C:22]2[S:47][CH:25]=[CH:24][CH:23]=2)[O:7][C@H:6]1[CH2:34][O:35][C:36](=[O:38])[CH3:37])(=[O:3])[CH3:2]. The yield is 0.230. (7) The reactants are [C:1]([O:5][C:6]([C:8]1[CH:9]=[C:10]([C:14]2[C:19]([CH3:20])=[CH:18][CH:17]=[CH:16][N+:15]=2[O-])[CH:11]=[CH:12][CH:13]=1)=[O:7])([CH3:4])([CH3:3])[CH3:2].[N:22]1C=CC=CC=1.CS(OS(C)(=O)=O)(=O)=O.C(CN)O. The catalyst is C(#N)C.O. The product is [C:1]([O:5][C:6](=[O:7])[C:8]1[CH:13]=[CH:12][CH:11]=[C:10]([C:14]2[C:19]([CH3:20])=[CH:18][CH:17]=[C:16]([NH2:22])[N:15]=2)[CH:9]=1)([CH3:4])([CH3:3])[CH3:2]. The yield is 0.530. (8) The reactants are [S:1]1[CH:5]=[CH:4][CH:3]=[C:2]1[S:6]([N:9]([CH2:11][P:12](=[O:15])([OH:14])[OH:13])[CH3:10])(=[O:8])=[O:7].[N+:16]([C:19]1[CH:24]=[CH:23][C:22](O)=[CH:21][CH:20]=1)([O-:18])=[O:17]. No catalyst specified. The product is [NH4+:9].[N+:16]([C:19]1[CH:24]=[CH:23][C:22]([O:15][P:12]([CH2:11][N:9]([S:6]([C:2]2[S:1][CH:5]=[CH:4][CH:3]=2)(=[O:7])=[O:8])[CH3:10])(=[O:13])[O-:14])=[CH:21][CH:20]=1)([O-:18])=[O:17]. The yield is 0.430.